This data is from Forward reaction prediction with 1.9M reactions from USPTO patents (1976-2016). The task is: Predict the product of the given reaction. (1) The product is: [CH:7]([C@@H:8]1[CH2:9][CH:10]=[CH:14][CH2:13][O:12]1)([C:16]1[CH:21]=[CH:20][CH:19]=[CH:18][CH:17]=1)[C:16]1[CH:17]=[CH:18][CH:19]=[CH:20][CH:21]=1. Given the reactants C1([CH:7]([C:16]2[CH:21]=[CH:20][CH:19]=[CH:18][CH:17]=2)[C@@H:8]([O:12][CH2:13][CH:14]=C)[CH2:9][CH:10]=C)C=CC=CC=1, predict the reaction product. (2) Given the reactants [CH2:1]([N:3]([CH2:6][CH3:7])[CH2:4][CH3:5])[CH3:2].[Cl:8][CH2:9][CH2:10][CH2:11][CH2:12][CH2:13][CH2:14][CH2:15][CH3:16], predict the reaction product. The product is: [Cl-:8].[CH2:1]([N+:3]([CH2:6][CH3:7])([CH2:4][CH3:5])[CH2:9][CH2:10][CH2:11][CH2:12][CH2:13][CH2:14][CH2:15][CH3:16])[CH3:2]. (3) Given the reactants [CH3:1][C@H:2]1[CH2:33][C:32]([CH3:34])=[CH:31][C@@H:30]([CH2:35][CH:36]=[CH2:37])[C:28](=[O:29])[CH2:27][C@H:26]([OH:38])[C@@H:25]([CH3:39])[C@@H:24](/[C:40](/[CH3:51])=[CH:41]/[C@H:42]2[CH2:47][C@@H:46]([O:48][CH3:49])[C@H:45]([OH:50])[CH2:44][CH2:43]2)[O:23][C:21](=[O:22])[C@H:20]2[N:15]([CH2:16][CH2:17][CH2:18][CH2:19]2)[C:13](=[O:14])[C:11](=[O:12])[C@:9]2([OH:52])[O:10][C@@H:5]([C@@H:6]([O:54][CH3:55])[CH2:7][C@H:8]2[CH3:53])[C@@H:4]([O:56][CH3:57])[CH2:3]1.O.S([O-])(OCCCCCCCCCCCC)(=O)=O.[Na+], predict the reaction product. The product is: [CH3:1][C@H:2]1[CH2:33][C:32]([CH3:34])=[CH:31][C@@H:30]([CH2:35][CH:36]=[CH2:37])[C:28](=[O:29])[CH2:27][C@H:26]([OH:38])[C@@H:25]([CH3:39])[C@@H:24](/[C:40](/[CH3:51])=[CH:41]/[C@H:42]2[CH2:47][C@@H:46]([O:48][CH3:49])[C@H:45]([OH:50])[CH2:44][CH2:43]2)[O:23][C:21](=[O:22])[C@H:20]2[N:15]([CH2:16][CH2:17][CH2:18][CH2:19]2)[C:13](=[O:14])[C:11](=[O:12])[C@:9]2([OH:52])[O:10][C@@H:5]([C@@H:6]([O:54][CH3:55])[CH2:7][C@H:8]2[CH3:53])[C@@H:4]([O:56][CH3:57])[CH2:3]1. (4) Given the reactants [NH2:1][CH2:2][CH2:3][SH:4].[OH-:5].[Na+].[Br:7][C:8]1[S:12][C:11]([C:13](=[CH2:17])C([O-])=O)=[CH:10][CH:9]=1.[CH3:18]O, predict the reaction product. The product is: [Br:7][C:8]1[S:12][C:11]([CH:13]2[S:4][CH2:3][CH2:2][NH:1][C:18](=[O:5])[CH2:17]2)=[CH:10][CH:9]=1. (5) Given the reactants Cl[CH2:2][CH:3]=[C:4]([CH3:21])[CH2:5][CH2:6][CH:7]=[C:8]([CH3:20])[CH2:9][CH2:10][CH:11]=[C:12]([CH3:19])[CH2:13][CH2:14][CH:15]=[C:16]([CH3:18])[CH3:17].[OH:22][CH2:23][C:24]([CH2:29][OH:30])([CH2:27][OH:28])[CH2:25][OH:26].OCC(CO)O, predict the reaction product. The product is: [CH3:21][C:4]([CH2:5][CH2:6][CH:7]=[C:8]([CH3:20])[CH2:9][CH2:10][CH:11]=[C:12]([CH3:19])[CH2:13][CH2:14][CH:15]=[C:16]([CH3:18])[CH3:17])=[CH:3][CH2:2][O:22][CH2:23][C:24]([CH2:29][OH:30])([CH2:27][OH:28])[CH2:25][OH:26]. (6) The product is: [Br:1][C:2]1[C:3](=[O:16])[NH:4][C:5]2[C:10]([CH:11]=1)=[CH:9][CH:8]=[C:7]([O:12][CH3:13])[CH:6]=2. Given the reactants [Br:1][C:2]1[CH:3]=[N+:4]([O-])[C:5]2[C:10]([CH:11]=1)=[CH:9][CH:8]=[C:7]([O:12][CH3:13])[CH:6]=2.S(Cl)(C1C=CC(C)=CC=1)(=O)=[O:16], predict the reaction product. (7) Given the reactants [F:1][C:2]1[CH:7]=[CH:6][C:5]([CH:8]([OH:24])[C:9]2[N:18]=[C:17]([OH:19])[C:16]3[C:11](=[CH:12][C:13]([C:20]([F:23])([F:22])[F:21])=[CH:14][CH:15]=3)[N:10]=2)=[CH:4][CH:3]=1.CC(OI1(OC(C)=O)(OC(C)=O)OC(=O)C2C=CC=CC1=2)=O.C(=O)(O)[O-].[Na+], predict the reaction product. The product is: [F:1][C:2]1[CH:7]=[CH:6][C:5]([C:8]([C:9]2[N:18]=[C:17]([OH:19])[C:16]3[C:11](=[CH:12][C:13]([C:20]([F:22])([F:21])[F:23])=[CH:14][CH:15]=3)[N:10]=2)=[O:24])=[CH:4][CH:3]=1.